This data is from Forward reaction prediction with 1.9M reactions from USPTO patents (1976-2016). The task is: Predict the product of the given reaction. Given the reactants C(OC([N:8]1[CH2:13][CH:12]=[C:11]([C:14]2[C:18]3[CH:19]=[CH:20][CH:21]=[C:22]([O:23][CH3:24])[C:17]=3[O:16][CH:15]=2)[CH2:10][CH2:9]1)=O)(C)(C)C.C(O)(C(F)(F)F)=O, predict the reaction product. The product is: [CH3:24][O:23][C:22]1[C:17]2[O:16][CH:15]=[C:14]([C:11]3[CH2:12][CH2:13][NH:8][CH2:9][CH:10]=3)[C:18]=2[CH:19]=[CH:20][CH:21]=1.